Task: Predict the reactants needed to synthesize the given product.. Dataset: Full USPTO retrosynthesis dataset with 1.9M reactions from patents (1976-2016) (1) Given the product [C:13]([C:2]1[CH:7]=[CH:6][C:5]([F:8])=[CH:4][C:3]=1[O:9][CH2:10][O:11][CH3:12])#[C:14][CH2:15][CH3:16], predict the reactants needed to synthesize it. The reactants are: Br[C:2]1[CH:7]=[CH:6][C:5]([F:8])=[CH:4][C:3]=1[O:9][CH2:10][O:11][CH3:12].[CH:13]#[C:14][CH2:15][CH3:16]. (2) Given the product [CH2:1]([CH:8]1[CH2:12][CH2:11][N:10]([S:13]([C:16]2[CH:20]=[N:19][N:18]3[C:35]([CH3:45])([CH3:34])[CH:36]=[C:37]([C:39]4[CH:40]=[CH:41][CH:42]=[CH:43][CH:44]=4)[NH:21][C:17]=23)(=[O:15])=[O:14])[CH2:9]1)[C:2]1[CH:3]=[CH:4][CH:5]=[CH:6][CH:7]=1, predict the reactants needed to synthesize it. The reactants are: [CH2:1]([CH:8]1[CH2:12][CH2:11][N:10]([S:13]([C:16]2[CH:20]=[N:19][NH:18][C:17]=2[NH2:21])(=[O:15])=[O:14])[CH2:9]1)[C:2]1[CH:7]=[CH:6][CH:5]=[CH:4][CH:3]=1.COCCO.FC(F)(F)C(O)=O.[CH3:34][C:35]([CH3:45])=[CH:36][C:37]([C:39]1[CH:44]=[CH:43][CH:42]=[CH:41][CH:40]=1)=O. (3) Given the product [I:12][C:9]1[CH:8]=[C:3]2[C:2](=[CH:11][CH:10]=1)[NH:1][C:17](=[O:23])[N:40]([CH2:39][CH2:38][C:32]1[CH:37]=[CH:36][CH:35]=[CH:34][CH:33]=1)[C:4]2=[O:6], predict the reactants needed to synthesize it. The reactants are: [NH2:1][C:2]1[CH:11]=[CH:10][C:9]([I:12])=[CH:8][C:3]=1[C:4]([O:6]C)=O.ClC(Cl)(O[C:17](=[O:23])OC(Cl)(Cl)Cl)Cl.C(N(CC)CC)C.[C:32]1([CH2:38][CH2:39][NH2:40])[CH:37]=[CH:36][CH:35]=[CH:34][CH:33]=1. (4) Given the product [Br:1][C:2]1[CH:3]=[C:4](/[CH:26]=[CH:25]/[C:22]2[CH:23]=[CH:24][C:19]([F:18])=[CH:20][CH:21]=2)[C:5]([F:8])=[N:6][CH:7]=1, predict the reactants needed to synthesize it. The reactants are: [Br:1][C:2]1[CH:3]=[C:4](B(O)O)[C:5]([F:8])=[N:6][CH:7]=1.C(=O)([O-])[O-].[Na+].[Na+].[F:18][C:19]1[CH:24]=[CH:23][C:22]([CH:25]=[CH2:26])=[CH:21][CH:20]=1. (5) The reactants are: [CH3:1][C:2]1[CH:7]=[CH:6][C:5]([NH:8][C:9]([NH:11][C:12]2[N:13]=[C:14]([C:18]([OH:20])=O)[N:15]([CH3:17])[CH:16]=2)=[O:10])=[CH:4][C:3]=1[F:21].CN(C(ON1N=NC2C=CC=NC1=2)=[N+](C)C)C.F[P-](F)(F)(F)(F)F.[N:46]1[CH:51]=[CH:50][CH:49]=[C:48]([CH2:52][NH2:53])[CH:47]=1. Given the product [F:21][C:3]1[CH:4]=[C:5]([NH:8][C:9]([NH:11][C:12]2[N:13]=[C:14]([C:18]([NH:53][CH2:52][C:48]3[CH:47]=[N:46][CH:51]=[CH:50][CH:49]=3)=[O:20])[N:15]([CH3:17])[CH:16]=2)=[O:10])[CH:6]=[CH:7][C:2]=1[CH3:1], predict the reactants needed to synthesize it. (6) Given the product [Br:15][C:16]1[N:21]=[C:20]([S:22]([CH3:23])(=[O:9])=[O:34])[N:19]=[C:18]([NH:24][CH2:25][C:26]([F:27])([F:29])[F:28])[C:17]=1[CH:30]([CH2:32][CH3:33])[CH3:31], predict the reactants needed to synthesize it. The reactants are: ClC1C=CC=C(C(OO)=[O:9])C=1.ClCCl.[Br:15][C:16]1[N:21]=[C:20]([S:22][CH3:23])[N:19]=[C:18]([NH:24][CH2:25][C:26]([F:29])([F:28])[F:27])[C:17]=1[CH:30]([CH2:32][CH3:33])[CH3:31].[OH2:34].